This data is from Full USPTO retrosynthesis dataset with 1.9M reactions from patents (1976-2016). The task is: Predict the reactants needed to synthesize the given product. (1) Given the product [Si:1]([O:8][C@H:9]([C:33]1[CH:34]=[N:35][C:36]([NH:49][C:40]([C:43]2[CH:48]=[CH:47][CH:46]=[CH:45][CH:44]=2)([CH3:42])[CH3:41])=[CH:37][CH:38]=1)[C@H:10]1[CH2:14][CH2:13][C@@H:12]([CH2:15][C:16]2[CH:21]=[CH:20][C:19]([C:22]([O:24][CH3:25])=[O:23])=[CH:18][CH:17]=2)[N:11]1[C:26]([O:28][C:29]([CH3:32])([CH3:31])[CH3:30])=[O:27])([C:4]([CH3:7])([CH3:6])[CH3:5])([CH3:3])[CH3:2], predict the reactants needed to synthesize it. The reactants are: [Si:1]([O:8][C@H:9]([C:33]1[CH:34]=[N+:35]([O-])[CH:36]=[CH:37][CH:38]=1)[C@H:10]1[CH2:14][CH2:13][C@@H:12]([CH2:15][C:16]2[CH:21]=[CH:20][C:19]([C:22]([O:24][CH3:25])=[O:23])=[CH:18][CH:17]=2)[N:11]1[C:26]([O:28][C:29]([CH3:32])([CH3:31])[CH3:30])=[O:27])([C:4]([CH3:7])([CH3:6])[CH3:5])([CH3:3])[CH3:2].[C:40]([NH2:49])([C:43]1[CH:48]=[CH:47][CH:46]=[CH:45][CH:44]=1)([CH3:42])[CH3:41].C1(C)C=CC(S(OS(C2C=CC(C)=CC=2)(=O)=O)(=O)=O)=CC=1. (2) Given the product [CH3:33][O:32][C:22]1[CH:21]=[C:20]([C:17]2[N:34]3[CH2:2][CH2:3][CH2:4][CH:5]([C:6]4[CH:11]=[C:10]([F:12])[C:9]([F:13])=[C:8]([F:14])[CH:7]=4)[C:15]3=[N:19][N:18]=2)[CH:25]=[CH:24][C:23]=1[C:26]1[O:30][C:29]([CH3:31])=[N:28][CH:27]=1, predict the reactants needed to synthesize it. The reactants are: Cl[CH2:2][CH2:3][CH2:4][CH:5]([C:15]1O[C:17]([C:20]2[CH:25]=[CH:24][C:23]([C:26]3[O:30][C:29]([CH3:31])=[N:28][CH:27]=3)=[C:22]([O:32][CH3:33])[CH:21]=2)=[N:18][N:19]=1)[C:6]1[CH:11]=[C:10]([F:12])[C:9]([F:13])=[C:8]([F:14])[CH:7]=1.[N-:34]=[N+]=[N-].[Na+].C1(P(C2C=CC=CC=2)C2C=CC=CC=2)C=CC=CC=1. (3) Given the product [CH3:11][O:12][C:13]1[CH:18]=[C:17]([S:4][C:3]2[CH:5]=[CH:6][CH:7]=[CH:8][C:2]=2[C:1]([OH:10])=[O:9])[CH:16]=[CH:15][CH:14]=1, predict the reactants needed to synthesize it. The reactants are: [C:1]([OH:10])(=[O:9])[C:2]1[C:3](=[CH:5][CH:6]=[CH:7][CH:8]=1)[SH:4].[CH3:11][O:12][C:13]1[CH:14]=[C:15](I)[CH:16]=[CH:17][CH:18]=1.C(=O)([O-])[O-].[K+].[K+].CN(C)C=O. (4) Given the product [NH2:34][C:15]1[N:14]=[C:13]([NH:12][CH2:8][CH2:9][CH2:10][CH3:11])[N:21]=[C:20]2[C:16]=1[NH:17][C:18](=[O:32])[N:19]2[CH2:22][CH2:23][CH2:24][N:25]1[CH2:26][CH2:27][N:28]([CH3:31])[CH2:29][CH2:30]1, predict the reactants needed to synthesize it. The reactants are: Cl.O1CCOCC1.[CH2:8]([NH:12][C:13]1[N:21]=[C:20]2[C:16]([N:17]=[C:18]([O:32]C)[N:19]2[CH2:22][CH2:23][CH2:24][N:25]2[CH2:30][CH2:29][N:28]([CH3:31])[CH2:27][CH2:26]2)=[C:15]([NH2:34])[N:14]=1)[CH2:9][CH2:10][CH3:11].